Dataset: Reaction yield outcomes from USPTO patents with 853,638 reactions. Task: Predict the reaction yield, written as a fraction of the theoretical maximum amount of product (1.0 means a 100% yield; for example, 0.34 means a 34% yield). (1) The reactants are [CH3:1][C:2]1[CH:7]=[C:6]([N+:8]([O-])=O)[C:5]([O:11][CH3:12])=[CH:4][C:3]=1[N:13]1[CH2:18][CH2:17][N:16]([CH2:19][CH2:20][S:21]([CH3:24])(=[O:23])=[O:22])[CH2:15][CH2:14]1. The catalyst is C(OCC)(=O)C.CO. The product is [CH3:1][C:2]1[C:3]([N:13]2[CH2:14][CH2:15][N:16]([CH2:19][CH2:20][S:21]([CH3:24])(=[O:22])=[O:23])[CH2:17][CH2:18]2)=[CH:4][C:5]([O:11][CH3:12])=[C:6]([CH:7]=1)[NH2:8]. The yield is 0.820. (2) The reactants are [CH3:1][O:2][CH2:3][CH:4]([NH:6][C:7]([C:9]1[CH:10]=[C:11]([C:16]2[CH:21]=[CH:20][C:19]([CH3:22])=[CH:18][CH:17]=2)[CH:12]=[C:13](N)[CH:14]=1)=[O:8])[CH3:5].N(OCCC(C)C)=O.[I:31]CI. No catalyst specified. The product is [CH3:1][O:2][CH2:3][CH:4]([NH:6][C:7]([C:9]1[CH:10]=[C:11]([C:16]2[CH:21]=[CH:20][C:19]([CH3:22])=[CH:18][CH:17]=2)[CH:12]=[C:13]([I:31])[CH:14]=1)=[O:8])[CH3:5]. The yield is 0.838. (3) The reactants are [Cl:1][C:2]1[C:3]([C:9]([OH:11])=O)=[N:4][CH:5]=[C:6]([Cl:8])[CH:7]=1.[NH:12]1[CH2:17][CH2:16][CH2:15][CH2:14][CH2:13]1.C(N(CC)CC)C. The catalyst is S(Cl)(Cl)=O.CN(C=O)C.C(Cl)Cl. The product is [Cl:1][C:2]1[C:3]([C:9]([N:12]2[CH2:17][CH2:16][CH2:15][CH2:14][CH2:13]2)=[O:11])=[N:4][CH:5]=[C:6]([Cl:8])[CH:7]=1. The yield is 0.760.